Predict the product of the given reaction. From a dataset of Forward reaction prediction with 1.9M reactions from USPTO patents (1976-2016). (1) Given the reactants O.[NH2:2][NH2:3].[C:4]1([CH2:10][O:11][C:12]2[CH:17]=[CH:16][CH:15]=[CH:14][C:13]=2[C:18]2[S:22][C:21]([C:23]([O:25]CC)=O)=[CH:20][CH:19]=2)[CH:9]=[CH:8][CH:7]=[CH:6][CH:5]=1, predict the reaction product. The product is: [C:4]1([CH2:10][O:11][C:12]2[CH:17]=[CH:16][CH:15]=[CH:14][C:13]=2[C:18]2[S:22][C:21]([C:23]([NH:2][NH2:3])=[O:25])=[CH:20][CH:19]=2)[CH:9]=[CH:8][CH:7]=[CH:6][CH:5]=1. (2) Given the reactants [Cl:1][C:2]1[CH:3]=[C:4]([CH:26]=[C:27]([Cl:30])[C:28]=1[Cl:29])[CH2:5][N:6]1[CH:10]=[C:9]([C:11]2[N:12]=[C:13]3[S:19][C:18]([NH:20][CH2:21][C:22]([O:24]C)=[O:23])=[N:17][C:14]3=[N:15][CH:16]=2)[N:8]=[N:7]1.[OH-].[Na+], predict the reaction product. The product is: [Cl:30][C:27]1[CH:26]=[C:4]([CH:3]=[C:2]([Cl:1])[C:28]=1[Cl:29])[CH2:5][N:6]1[CH:10]=[C:9]([C:11]2[N:12]=[C:13]3[S:19][C:18]([NH:20][CH2:21][C:22]([OH:24])=[O:23])=[N:17][C:14]3=[N:15][CH:16]=2)[N:8]=[N:7]1. (3) Given the reactants [CH3:1][C:2]1[NH:3][C:4]2[C:5](=[O:14])[CH2:6][CH2:7][CH2:8][C:9]=2[C:10]=1[C:11]([OH:13])=O.C1C=CC2N(O)N=NC=2C=1.CCN=C=NCCCN(C)C.C(N(CC)CC)C.[NH2:43][CH2:44][CH:45]([OH:52])[CH2:46][N:47]([CH2:50][CH3:51])[CH2:48][CH3:49], predict the reaction product. The product is: [CH2:48]([N:47]([CH2:50][CH3:51])[CH2:46][CH:45]([OH:52])[CH2:44][NH:43][C:11]([C:10]1[C:9]2[CH2:8][CH2:7][CH2:6][C:5](=[O:14])[C:4]=2[NH:3][C:2]=1[CH3:1])=[O:13])[CH3:49]. (4) Given the reactants [CH3:1][O:2][C:3](=[O:22])[CH2:4][C:5]1[CH:10]=[C:9]([Br:11])[C:8]([O:12][C:13]2[CH:18]=[CH:17][C:16]([OH:19])=[C:15](I)[CH:14]=2)=[C:7]([Br:21])[CH:6]=1.[C:23]1([C:29]#[CH:30])[CH:28]=[CH:27][CH:26]=[CH:25][CH:24]=1.C(N(CC)CC)C, predict the reaction product. The product is: [CH3:1][O:2][C:3](=[O:22])[CH2:4][C:5]1[CH:10]=[C:9]([Br:11])[C:8]([O:12][C:13]2[CH:18]=[CH:17][C:16]3[O:19][C:29]([C:23]4[CH:28]=[CH:27][CH:26]=[CH:25][CH:24]=4)=[CH:30][C:15]=3[CH:14]=2)=[C:7]([Br:21])[CH:6]=1. (5) Given the reactants Cl[C:2]1[N:7]=[CH:6][N:5]=[C:4]([NH:8][C:9]2[CH:14]=[CH:13][C:12]([P:15]([CH3:18])([CH3:17])=[O:16])=[CH:11][CH:10]=2)[CH:3]=1.C(N(CC)CC)C.[NH2:26][CH2:27][CH2:28][C:29]1[CH:34]=[CH:33][C:32]([S:35]([NH2:38])(=[O:37])=[O:36])=[CH:31][CH:30]=1, predict the reaction product. The product is: [CH3:17][P:15]([C:12]1[CH:13]=[CH:14][C:9]([NH:8][C:4]2[N:5]=[CH:6][N:7]=[C:2]([NH:26][CH2:27][CH2:28][C:29]3[CH:30]=[CH:31][C:32]([S:35]([NH2:38])(=[O:36])=[O:37])=[CH:33][CH:34]=3)[CH:3]=2)=[CH:10][CH:11]=1)([CH3:18])=[O:16]. (6) The product is: [Cl:42][C:23]1[CH:24]=[C:25]([NH:29][C:30]([C:32]2[C:40]3[C:35](=[CH:36][CH:37]=[CH:38][CH:39]=3)[N:34]([CH3:41])[CH:33]=2)=[O:31])[C:26]([Cl:28])=[CH:27][C:22]=1[CH2:21][C:20]([N:12]1[CH:13]2[CH:18]([CH2:17][CH2:16][CH2:15][CH2:14]2)[CH2:19][C@H:11]1[C:9]1[S:10][C:6]([CH2:5][CH2:4][C:3]([OH:44])=[O:2])=[CH:7][N:8]=1)=[O:43]. Given the reactants C[O:2][C:3](=[O:44])[CH2:4][CH2:5][C:6]1[S:10][C:9]([C@@H:11]2[CH2:19][CH:18]3[CH:13]([CH2:14][CH2:15][CH2:16][CH2:17]3)[N:12]2[C:20](=[O:43])[CH2:21][C:22]2[CH:27]=[C:26]([Cl:28])[C:25]([NH:29][C:30]([C:32]3[C:40]4[C:35](=[CH:36][CH:37]=[CH:38][CH:39]=4)[N:34]([CH3:41])[CH:33]=3)=[O:31])=[CH:24][C:23]=2[Cl:42])=[N:8][CH:7]=1.[OH-].[Na+].CO, predict the reaction product. (7) Given the reactants [O:1]=[S:2]1(=[O:18])[CH2:6][CH2:5][CH2:4][N:3]1[C:7]1[CH:15]=[CH:14][C:10]([C:11]([OH:13])=O)=[C:9]([O:16][CH3:17])[CH:8]=1.[CH3:19][C:20]1[CH:25]=[C:24]([CH3:26])[CH:23]=[CH:22][C:21]=1[N:27]1[CH2:32][CH2:31][NH:30][CH2:29][CH2:28]1, predict the reaction product. The product is: [CH3:19][C:20]1[CH:25]=[C:24]([CH3:26])[CH:23]=[CH:22][C:21]=1[N:27]1[CH2:28][CH2:29][N:30]([C:11]([C:10]2[CH:14]=[CH:15][C:7]([N:3]3[CH2:4][CH2:5][CH2:6][S:2]3(=[O:1])=[O:18])=[CH:8][C:9]=2[O:16][CH3:17])=[O:13])[CH2:31][CH2:32]1. (8) Given the reactants [C:1]([O:5][C:6]([CH3:9])([CH3:8])[CH3:7])(=[O:4])[NH:2][NH2:3].Br[CH2:11][C:12]([O:14][CH3:15])=[O:13].N, predict the reaction product. The product is: [CH3:15][O:14][C:12](=[O:13])[CH2:11][NH:3][NH:2][C:1]([O:5][C:6]([CH3:9])([CH3:8])[CH3:7])=[O:4]. (9) Given the reactants [O:1]=[C:2]1[CH2:7][CH2:6][CH:5]([CH2:8][C:9]([O:11][CH2:12][C:13]2[CH:18]=[CH:17][CH:16]=[CH:15][CH:14]=2)=[O:10])[CH2:4][CH2:3]1.[BH4-].[Na+], predict the reaction product. The product is: [OH:1][C@@H:2]1[CH2:3][CH2:4][C@H:5]([CH2:8][C:9]([O:11][CH2:12][C:13]2[CH:14]=[CH:15][CH:16]=[CH:17][CH:18]=2)=[O:10])[CH2:6][CH2:7]1. (10) Given the reactants Cl.C([N:4]([C:10]1[N:15]=[C:14]([CH2:16][O:17]/[N:18]=[C:19](\[C:26]2[N:30]([CH3:31])[N:29]=[N:28][N:27]=2)/[C:20]2[CH:25]=[CH:24][CH:23]=[CH:22][CH:21]=2)[CH:13]=[CH:12][CH:11]=1)[CH2:5][CH2:6][CH2:7][CH2:8][CH3:9])=O.C(=O)([O-])[O-].[Na+].[Na+], predict the reaction product. The product is: [CH2:5]([NH:4][C:10]1[N:15]=[C:14]([CH2:16][O:17]/[N:18]=[C:19](\[C:26]2[N:30]([CH3:31])[N:29]=[N:28][N:27]=2)/[C:20]2[CH:25]=[CH:24][CH:23]=[CH:22][CH:21]=2)[CH:13]=[CH:12][CH:11]=1)[CH2:6][CH2:7][CH2:8][CH3:9].